Dataset: Reaction yield outcomes from USPTO patents with 853,638 reactions. Task: Predict the reaction yield, written as a fraction of the theoretical maximum amount of product (1.0 means a 100% yield; for example, 0.34 means a 34% yield). (1) The reactants are [S:1]1[C:5]2[CH:6]=[C:7]([N:10]3[CH2:14][CH2:13][NH:12][C:11]3=[O:15])[CH:8]=[CH:9][C:4]=2[N:3]=[CH:2]1.Br[C:17]1[CH:18]=[N:19][CH:20]=[CH:21][C:22]=1[CH:23]([F:25])[F:24].N[C@@H]1CCCC[C@H]1N.P([O-])([O-])([O-])=O.[K+].[K+].[K+]. The catalyst is [Cu](I)I.O1CCOCC1. The product is [S:1]1[C:5]2[CH:6]=[C:7]([N:10]3[CH2:14][CH2:13][N:12]([C:17]4[CH:18]=[N:19][CH:20]=[CH:21][C:22]=4[CH:23]([F:25])[F:24])[C:11]3=[O:15])[CH:8]=[CH:9][C:4]=2[N:3]=[CH:2]1. The yield is 0.0200. (2) The reactants are C[O:2][C:3]1[C:8]([O:9][CH3:10])=[CH:7][C:6]([C:11]2[CH:16]=[CH:15][C:14]([O:17][CH3:18])=[CH:13][CH:12]=2)=[CH:5][N:4]=1.Br[CH2:20][C:21]1[CH:26]=[CH:25][C:24]([Cl:27])=[CH:23][C:22]=1[F:28]. The catalyst is C(#N)C. The product is [Cl:27][C:24]1[CH:25]=[CH:26][C:21]([CH2:20][N:4]2[CH:5]=[C:6]([C:11]3[CH:16]=[CH:15][C:14]([O:17][CH3:18])=[CH:13][CH:12]=3)[CH:7]=[C:8]([O:9][CH3:10])[C:3]2=[O:2])=[C:22]([F:28])[CH:23]=1. The yield is 0.590. (3) The reactants are [CH3:1][O:2][C:3](=[O:12])[C:4]1[C:9]([CH3:10])=[CH:8][CH:7]=[CH:6][C:5]=1[Br:11].C1C(=O)N([Br:20])C(=O)C1. The catalyst is C(Cl)(Cl)(Cl)Cl.CC(N=NC(C#N)(C)C)(C#N)C. The product is [CH3:1][O:2][C:3](=[O:12])[C:4]1[C:9]([CH2:10][Br:20])=[CH:8][CH:7]=[CH:6][C:5]=1[Br:11]. The yield is 0.760. (4) The reactants are [OH:1][C:2]12[CH2:11][CH:6]3[CH2:7][CH:8]([CH2:10][C:4]([C:12](=[O:15])[CH2:13][CH3:14])([CH2:5]3)[CH2:3]1)[CH2:9]2.B.[Na]. The catalyst is O1CCCC1. The product is [OH:1][C:2]12[CH2:11][CH:6]3[CH2:7][CH:8]([CH2:10][C:4]([CH:12]([OH:15])[CH2:13][CH3:14])([CH2:5]3)[CH2:3]1)[CH2:9]2. The yield is 0.950.